This data is from Forward reaction prediction with 1.9M reactions from USPTO patents (1976-2016). The task is: Predict the product of the given reaction. (1) Given the reactants [CH3:1][N:2]1[CH2:7][CH2:6][N:5]([C:8]2[CH:16]=[CH:15][C:11]([C:12]([OH:14])=O)=[CH:10][CH:9]=2)[CH2:4][CH2:3]1.S(Cl)(Cl)=O.[C:21]([O:25][C:26]([N:28]1[C:36]2[C:31](=[CH:32][CH:33]=[C:34]([O:37][Si:38]([C:41]([CH3:44])([CH3:43])[CH3:42])([CH3:40])[CH3:39])[CH:35]=2)[C:30]([NH2:45])=[N:29]1)=[O:27])([CH3:24])([CH3:23])[CH3:22].CCN(C(C)C)C(C)C, predict the reaction product. The product is: [C:21]([O:25][C:26]([N:28]1[C:36]2[C:31](=[CH:32][CH:33]=[C:34]([O:37][Si:38]([C:41]([CH3:44])([CH3:43])[CH3:42])([CH3:39])[CH3:40])[CH:35]=2)[C:30]([NH:45][C:12](=[O:14])[C:11]2[CH:10]=[CH:9][C:8]([N:5]3[CH2:4][CH2:3][N:2]([CH3:1])[CH2:7][CH2:6]3)=[CH:16][CH:15]=2)=[N:29]1)=[O:27])([CH3:24])([CH3:22])[CH3:23]. (2) Given the reactants [Cl:1][C:2]1[CH:27]=[CH:26][C:5]([CH2:6][NH:7][C:8]([C:10]2[C:11](=[O:25])[C:12]3[CH:13]=[C:14](I)[CH:15]=[C:16]4[C:21]=3[N:20]([CH:22]=2)[N:19]([CH3:23])[CH2:18][CH2:17]4)=[O:9])=[CH:4][CH:3]=1.[CH2:28]([OH:31])[C:29]#[CH:30].C(NCC)C, predict the reaction product. The product is: [Cl:1][C:2]1[CH:27]=[CH:26][C:5]([CH2:6][NH:7][C:8]([C:10]2[C:11](=[O:25])[C:12]3[CH:13]=[C:14]([C:30]#[C:29][CH2:28][OH:31])[CH:15]=[C:16]4[C:21]=3[N:20]([CH:22]=2)[N:19]([CH3:23])[CH2:18][CH2:17]4)=[O:9])=[CH:4][CH:3]=1. (3) Given the reactants [CH2:1]([O:3][C:4](=[O:22])[C:5]([CH3:21])([O:14][C:15]1[CH:20]=[CH:19][CH:18]=[CH:17][CH:16]=1)[CH2:6][C:7]1[CH:12]=[CH:11][C:10]([OH:13])=[CH:9][CH:8]=1)[CH3:2].[CH:23]1([C:29]2[O:30][C:31]([CH3:47])=[C:32]([CH2:34][CH2:35]OS(C3C=CC(C)=CC=3)(=O)=O)[N:33]=2)[CH2:28][CH2:27][CH2:26][CH2:25][CH2:24]1.C([O-])([O-])=O.[Cs+].[Cs+], predict the reaction product. The product is: [CH2:1]([O:3][C:4](=[O:22])[C:5]([CH3:21])([O:14][C:15]1[CH:20]=[CH:19][CH:18]=[CH:17][CH:16]=1)[CH2:6][C:7]1[CH:12]=[CH:11][C:10]([O:13][CH2:35][CH2:34][C:32]2[N:33]=[C:29]([CH:23]3[CH2:28][CH2:27][CH2:26][CH2:25][CH2:24]3)[O:30][C:31]=2[CH3:47])=[CH:9][CH:8]=1)[CH3:2].